This data is from Plasma protein binding rate (PPBR) regression data from AstraZeneca. The task is: Regression/Classification. Given a drug SMILES string, predict its absorption, distribution, metabolism, or excretion properties. Task type varies by dataset: regression for continuous measurements (e.g., permeability, clearance, half-life) or binary classification for categorical outcomes (e.g., BBB penetration, CYP inhibition). For this dataset (ppbr_az), we predict Y. The compound is CC(C)(C)NC(=O)c1ccc(Oc2cc(F)c(CC(=O)O)cc2Cl)c(NS(=O)(=O)c2ccc(C3CC3)cc2Cl)c1. The Y is 99.8 %.